This data is from Full USPTO retrosynthesis dataset with 1.9M reactions from patents (1976-2016). The task is: Predict the reactants needed to synthesize the given product. (1) Given the product [Br:27][CH2:13]/[C:3](=[CH:2]/[F:1])/[CH2:4][NH:5][C:6](=[O:12])[O:7][C:8]([CH3:11])([CH3:10])[CH3:9], predict the reactants needed to synthesize it. The reactants are: [F:1]/[CH:2]=[C:3](/[CH2:13]O)\[CH2:4][NH:5][C:6](=[O:12])[O:7][C:8]([CH3:11])([CH3:10])[CH3:9].C(N(CC)CC)C.CS(Cl)(=O)=O.[Br-:27].[Li+]. (2) Given the product [O:13]1[CH2:14][CH2:15][N:16]([CH2:19][CH2:20][CH2:21][O:22][C:23]2[CH:24]=[C:25]([NH:26][C:11]([NH:10][C:3]3[C:2]([F:1])=[CH:7][C:6]([F:8])=[CH:5][C:4]=3[F:9])=[O:12])[CH:27]=[CH:28][CH:29]=2)[CH2:17][CH2:18]1, predict the reactants needed to synthesize it. The reactants are: [F:1][C:2]1[CH:7]=[C:6]([F:8])[CH:5]=[C:4]([F:9])[C:3]=1[N:10]=[C:11]=[O:12].[O:13]1[CH2:18][CH2:17][N:16]([CH2:19][CH2:20][CH2:21][O:22][C:23]2[CH:24]=[C:25]([CH:27]=[CH:28][CH:29]=2)[NH2:26])[CH2:15][CH2:14]1. (3) Given the product [ClH:43].[CH:1]1([C:4]2[N:42]=[C:7]3[N:8]=[C:9]([C:18]4[CH:19]=[CH:20][C:21]([CH2:24][N:25]5[CH2:26][CH2:27][CH:28]([C:31]6[N:35]=[C:34]([C:36]7[CH:41]=[CH:40][CH:39]=[CH:38][N:37]=7)[NH:33][N:32]=6)[CH2:29][CH2:30]5)=[CH:22][CH:23]=4)[C:10]([C:12]4[CH:13]=[CH:14][CH:15]=[CH:16][CH:17]=4)=[CH:11][N:6]3[N:5]=2)[CH2:2][CH2:3]1, predict the reactants needed to synthesize it. The reactants are: [CH:1]1([C:4]2[N:42]=[C:7]3[N:8]=[C:9]([C:18]4[CH:23]=[CH:22][C:21]([CH2:24][N:25]5[CH2:30][CH2:29][CH:28]([C:31]6[N:35]=[C:34]([C:36]7[CH:41]=[CH:40][CH:39]=[CH:38][N:37]=7)[NH:33][N:32]=6)[CH2:27][CH2:26]5)=[CH:20][CH:19]=4)[C:10]([C:12]4[CH:17]=[CH:16][CH:15]=[CH:14][CH:13]=4)=[CH:11][N:6]3[N:5]=2)[CH2:3][CH2:2]1.[ClH:43]. (4) Given the product [CH3:1][O:2][C:3](=[O:29])[C@H:4]([OH:28])[CH2:5][N:6]([CH2:15][C:16]1[CH:21]=[CH:20][C:19]([C:22]2[CH:27]=[CH:26][CH:25]=[CH:24][CH:23]=2)=[CH:18][CH:17]=1)[NH2:7], predict the reactants needed to synthesize it. The reactants are: [CH3:1][O:2][C:3](=[O:29])[C@H:4]([OH:28])[CH2:5][N:6]([CH2:15][C:16]1[CH:21]=[CH:20][C:19]([C:22]2[CH:27]=[CH:26][CH:25]=[CH:24][CH:23]=2)=[CH:18][CH:17]=1)[NH:7]C(OC(C)(C)C)=O.C(O)(C(F)(F)F)=O. (5) Given the product [Cl:1][C:2]1[S:6][C:5]([C:7]([NH:17][C@@H:18]([CH2:31][C:32]2[CH:33]=[CH:34][C:35]([F:38])=[CH:36][CH:37]=2)[CH2:19][N:20]2[C:28](=[O:29])[C:27]3[C:22](=[CH:23][CH:24]=[CH:25][CH:26]=3)[C:21]2=[O:30])=[O:9])=[CH:4][C:3]=1[C:10]1[N:14]([CH3:15])[N:13]=[CH:12][C:11]=1[Cl:16], predict the reactants needed to synthesize it. The reactants are: [Cl:1][C:2]1[S:6][C:5]([C:7]([OH:9])=O)=[CH:4][C:3]=1[C:10]1[N:14]([CH3:15])[N:13]=[CH:12][C:11]=1[Cl:16].[NH2:17][C@@H:18]([CH2:31][C:32]1[CH:37]=[CH:36][C:35]([F:38])=[CH:34][CH:33]=1)[CH2:19][N:20]1[C:28](=[O:29])[C:27]2[C:22](=[CH:23][CH:24]=[CH:25][CH:26]=2)[C:21]1=[O:30].CC(OC(N[C@H](C(O)=O)CC1C=CC=CC=1C(F)(F)F)=O)(C)C.C1CN([P+](Br)(N2CCCC2)N2CCCC2)CC1.F[P-](F)(F)(F)(F)F.CCN(C(C)C)C(C)C. (6) Given the product [NH2:1][C:4]1[CH:9]=[CH:8][C:7]([C:10]2[C:11]([C:15]([O:17][CH2:18][CH3:19])=[O:16])=[CH:12][NH:13][CH:14]=2)=[CH:6][CH:5]=1, predict the reactants needed to synthesize it. The reactants are: [N+:1]([C:4]1[CH:9]=[CH:8][C:7]([C:10]2[C:11]([C:15]([O:17][CH2:18][CH3:19])=[O:16])=[CH:12][NH:13][CH:14]=2)=[CH:6][CH:5]=1)([O-])=O.[H][H].